Dataset: Forward reaction prediction with 1.9M reactions from USPTO patents (1976-2016). Task: Predict the product of the given reaction. Given the reactants [NH2:1][CH2:2][CH2:3][N:4]1[C:9](=[O:10])[CH:8]=[CH:7][C:6]([C:11]2[N:16]=[C:15]([NH:17][C:18]([C:20]3([C:23]4[CH:33]=[CH:32][C:26]5[O:27][C:28]([F:31])([F:30])[O:29][C:25]=5[CH:24]=4)[CH2:22][CH2:21]3)=[O:19])[CH:14]=[CH:13][C:12]=2[CH3:34])=[CH:5]1.Cl[C:36]([O:38][CH2:39][CH3:40])=[O:37].C(N(CC)CC)C, predict the reaction product. The product is: [F:30][C:28]1([F:31])[O:27][C:26]2[CH:32]=[CH:33][C:23]([C:20]3([C:18]([NH:17][C:15]4[N:16]=[C:11]([C:6]5[CH:7]=[CH:8][C:9](=[O:10])[N:4]([CH2:3][CH2:2][NH:1][C:36](=[O:37])[O:38][CH2:39][CH3:40])[CH:5]=5)[C:12]([CH3:34])=[CH:13][CH:14]=4)=[O:19])[CH2:22][CH2:21]3)=[CH:24][C:25]=2[O:29]1.